Dataset: Forward reaction prediction with 1.9M reactions from USPTO patents (1976-2016). Task: Predict the product of the given reaction. (1) Given the reactants [Cl:1][Si](C)(C)C.O.[CH3:7][N:8]([CH3:32])[C:9]1([C:26]2[CH:31]=[CH:30][CH:29]=[CH:28][CH:27]=2)[CH2:14][CH2:13][CH:12]([CH2:15][C:16]([NH:18][C:19]2[CH:24]=[CH:23][C:22]([CH3:25])=[CH:21][CH:20]=2)=[O:17])[CH2:11][CH2:10]1, predict the reaction product. The product is: [ClH:1].[CH3:32][N:8]([CH3:7])[C:9]1([C:26]2[CH:31]=[CH:30][CH:29]=[CH:28][CH:27]=2)[CH2:10][CH2:11][CH:12]([CH2:15][C:16]([NH:18][C:19]2[CH:20]=[CH:21][C:22]([CH3:25])=[CH:23][CH:24]=2)=[O:17])[CH2:13][CH2:14]1. (2) Given the reactants [CH2:1]([O:5][C:6]1[C:15]2[C:10](=[CH:11][CH:12]=[C:13]([C:16]3[S:17][CH:18]=[C:19]([CH3:21])[N:20]=3)[CH:14]=2)[C:9](=[O:22])[N:8]([CH2:23][CH:24]([CH3:26])[CH3:25])[C:7]=1[CH2:27][NH:28]C(=O)OC(C)(C)C)[CH2:2][CH2:3][CH3:4].[ClH:36], predict the reaction product. The product is: [ClH:36].[ClH:36].[NH2:28][CH2:27][C:7]1[N:8]([CH2:23][CH:24]([CH3:25])[CH3:26])[C:9](=[O:22])[C:10]2[C:15]([C:6]=1[O:5][CH2:1][CH2:2][CH2:3][CH3:4])=[CH:14][C:13]([C:16]1[S:17][CH:18]=[C:19]([CH3:21])[N:20]=1)=[CH:12][CH:11]=2.